From a dataset of Catalyst prediction with 721,799 reactions and 888 catalyst types from USPTO. Predict which catalyst facilitates the given reaction. (1) Reactant: [NH2:1][C:2]1[C:3]([Cl:16])=[CH:4][C:5](/[C:10](=[CH:12]/[C:13](=[O:15])[CH3:14])/[CH3:11])=[C:6]([CH:9]=1)[C:7]#[N:8].C(O)(=O)C. Product: [NH2:1][C:2]1[C:3]([Cl:16])=[CH:4][C:5]([CH:10]([CH2:12][C:13](=[O:15])[CH3:14])[CH3:11])=[C:6]([CH:9]=1)[C:7]#[N:8]. The catalyst class is: 105. (2) Reactant: [CH3:1][O:2][C:3]1[CH:4]=[C:5]([CH2:11][CH:12]([NH:14][CH:15]=O)[CH3:13])[CH:6]=[C:7]([O:9][CH3:10])[CH:8]=1.O=P(Cl)(Cl)Cl. Product: [CH3:10][O:9][C:7]1[CH:6]=[C:5]2[C:4](=[C:3]([O:2][CH3:1])[CH:8]=1)[CH:15]=[N:14][CH:12]([CH3:13])[CH2:11]2. The catalyst class is: 10.